This data is from Full USPTO retrosynthesis dataset with 1.9M reactions from patents (1976-2016). The task is: Predict the reactants needed to synthesize the given product. (1) Given the product [NH:19]1[CH2:20][CH2:21][CH:16]([N:14]2[CH:15]=[C:11]([C:8]3[CH:9]=[C:10]4[N:2]([O:1][CH2:30][C:31]5[CH:36]=[CH:35][CH:34]=[CH:33][C:32]=5[C:37]([F:40])([F:39])[F:38])[CH:3]=[CH:4][C:5]4=[N:6][CH:7]=3)[CH:12]=[N:13]2)[CH2:17][CH2:18]1, predict the reactants needed to synthesize it. The reactants are: [OH:1][N:2]1[C:10]2[C:5](=[N:6][CH:7]=[C:8]([C:11]3[CH:12]=[N:13][N:14]([CH:16]4[CH2:21][CH2:20][N:19](C(OC(C)(C)C)=O)[CH2:18][CH2:17]4)[CH:15]=3)[CH:9]=2)[CH:4]=[CH:3]1.Br[CH2:30][C:31]1[CH:36]=[CH:35][CH:34]=[CH:33][C:32]=1[C:37]([F:40])([F:39])[F:38].C([O-])([O-])=O.[K+].[K+]. (2) Given the product [NH:8]([C:25]([O:27][C:28]([CH3:31])([CH3:30])[CH3:29])=[O:26])[C@H:9]([C:22]([NH:59][C@H:60]([C:68]([NH2:70])=[O:69])[CH2:61][CH2:62][CH2:63][NH:64][C:65](=[NH:66])[NH2:67])=[O:23])[CH2:10][C:11]1[CH:12]=[CH:13][C:14]([O:17][C:18]([CH3:20])([CH3:21])[CH3:19])=[CH:15][CH:16]=1, predict the reactants needed to synthesize it. The reactants are: CN1CCOCC1.[NH:8]([C:25]([O:27][C:28]([CH3:31])([CH3:30])[CH3:29])=[O:26])[C@H:9]([C:22](O)=[O:23])[CH2:10][C:11]1[CH:16]=[CH:15][C:14]([O:17][C:18]([CH3:21])([CH3:20])[CH3:19])=[CH:13][CH:12]=1.F[P-](F)(F)(F)(F)F.N1(O[P+](N(C)C)(N(C)C)N(C)C)C2C=CC=CC=2N=N1.[NH2:59][C@H:60]([C:68]([NH2:70])=[O:69])[CH2:61][CH2:62][CH2:63][NH:64][C:65](=[NH:67])[NH2:66]. (3) Given the product [CH3:7][C:5]1[S:4][C:3]([C:8]2[CH:9]=[CH:10][N:31]=[C:29]([NH:28][C:18]3[CH:19]=[CH:20][C:21]([N:22]4[CH2:23][CH2:24][O:25][CH2:26][CH2:27]4)=[C:16]([CH3:15])[CH:17]=3)[N:30]=2)=[C:2]([CH3:1])[N:6]=1, predict the reactants needed to synthesize it. The reactants are: [CH3:1][C:2]1[N:6]=[C:5]([CH3:7])[S:4][C:3]=1/[CH:8]=[CH:9]/[C:10](N(C)C)=O.[CH3:15][C:16]1[CH:17]=[C:18]([NH:28][C:29]([NH2:31])=[NH:30])[CH:19]=[CH:20][C:21]=1[N:22]1[CH2:27][CH2:26][O:25][CH2:24][CH2:23]1. (4) Given the product [CH3:47][Sn:48]([CH3:50])([CH3:49])[C:2]1[S:6][C:5]([C:7]2[S:8][CH:9]=[C:10]([CH2:12][CH2:13][CH2:14][CH2:15][CH2:16][CH2:17][CH2:18][CH2:19][CH2:20][CH2:21][CH2:22][CH3:23])[CH:11]=2)=[CH:4][C:3]=1[CH2:24][CH2:25][CH2:26][CH2:27][CH2:28][CH2:29][CH2:30][CH2:31][CH2:32][CH2:33][CH2:34][CH3:35], predict the reactants needed to synthesize it. The reactants are: Br[C:2]1[S:6][C:5]([C:7]2[S:8][CH:9]=[C:10]([CH2:12][CH2:13][CH2:14][CH2:15][CH2:16][CH2:17][CH2:18][CH2:19][CH2:20][CH2:21][CH2:22][CH3:23])[CH:11]=2)=[CH:4][C:3]=1[CH2:24][CH2:25][CH2:26][CH2:27][CH2:28][CH2:29][CH2:30][CH2:31][CH2:32][CH2:33][CH2:34][CH3:35].C([Li])CCC.CCCCCC.[CH3:47][Sn:48](Cl)([CH3:50])[CH3:49].